This data is from Catalyst prediction with 721,799 reactions and 888 catalyst types from USPTO. The task is: Predict which catalyst facilitates the given reaction. (1) Reactant: [Cl:1][C:2]1[C:11]2[C:6](=[CH:7][CH:8]=[CH:9][CH:10]=2)[C:5](=[N:12][NH:13][C:14](=O)[C:15]2[CH:20]=[CH:19][CH:18]=[CH:17][CH:16]=2)[NH:4][N:3]=1.Cl.C(N([CH2:28][CH3:29])CC)C.[OH2:30]. Product: [Cl:1][C:2]1[C:11]2[C:6](=[CH:7][CH:8]=[CH:9][CH:10]=2)[C:5]2=[N:12][N:13]=[C:14]([C:15]3[CH:20]=[CH:19][CH:18]=[C:17]([O:30][C:29]4[CH:28]=[CH:8][CH:7]=[CH:6][CH:5]=4)[CH:16]=3)[N:4]2[N:3]=1. The catalyst class is: 196. (2) Reactant: [Br:1][C:2]1[O:6][C:5]([C:7](=O)[CH2:8][C:9](=O)[C:10]([F:13])([F:12])[F:11])=[CH:4][CH:3]=1.[NH:16]([CH2:18][C:19]([O:21][CH2:22][CH3:23])=[O:20])[NH2:17]. Product: [Br:1][C:2]1[O:6][C:5]([C:7]2[N:16]([CH2:18][C:19]([O:21][CH2:22][CH3:23])=[O:20])[N:17]=[C:9]([C:10]([F:13])([F:12])[F:11])[CH:8]=2)=[CH:4][CH:3]=1. The catalyst class is: 5. (3) Reactant: C(Cl)(=O)C(Cl)=O.CS(C)=O.[CH3:11][C:12]1[N:17]=[C:16]([CH:18]([OH:20])[CH3:19])[CH:15]=[CH:14][CH:13]=1.C(N(CC)CC)C. The catalyst class is: 2. Product: [CH3:11][C:12]1[N:17]=[C:16]([C:18](=[O:20])[CH3:19])[CH:15]=[CH:14][CH:13]=1. (4) Reactant: C([Si](C1C=CC=CC=1)(C1C=CC=CC=1)[O:6][C:7]1[CH:8]=[C:9]([C:13]([C:15]2[C:23]3[C:18](=[CH:19][CH:20]=[CH:21][CH:22]=3)[N:17]([CH2:24][CH:25]([CH3:27])[CH3:26])[N:16]=2)=[O:14])[CH:10]=[CH:11][CH:12]=1)(C)(C)C.CCCC[N+](CCCC)(CCCC)CCCC.[F-]. Product: [OH:6][C:7]1[CH:8]=[C:9]([C:13]([C:15]2[C:23]3[C:18](=[CH:19][CH:20]=[CH:21][CH:22]=3)[N:17]([CH2:24][CH:25]([CH3:27])[CH3:26])[N:16]=2)=[O:14])[CH:10]=[CH:11][CH:12]=1. The catalyst class is: 1.